From a dataset of Catalyst prediction with 721,799 reactions and 888 catalyst types from USPTO. Predict which catalyst facilitates the given reaction. (1) Reactant: C[O:2][C:3](=[O:23])[C:4]1[C:9]([CH3:10])=[CH:8][C:7]([C:11]2[CH:16]=[CH:15][CH:14]=[C:13]([C:17]([F:20])([F:19])[F:18])[CH:12]=2)=[N:6][C:5]=1[O:21]C.B(Br)(Br)Br.CO. Product: [CH3:10][C:9]1[CH:8]=[C:7]([C:11]2[CH:16]=[CH:15][CH:14]=[C:13]([C:17]([F:19])([F:20])[F:18])[CH:12]=2)[NH:6][C:5](=[O:21])[C:4]=1[C:3]([OH:23])=[O:2]. The catalyst class is: 2. (2) Reactant: [N:1]1[CH:2]=[CH:3][N:4]2[CH:9]=[CH:8][C:7]([C:10]([OH:13])([CH3:12])[CH3:11])=[N:6][C:5]=12.Cl[C:15]1[CH:20]=[CH:19][N:18]=[C:17]([CH:21]([CH3:23])[CH3:22])[N:16]=1.C([O-])([O-])=O.[Cs+].[Cs+].O. Product: [CH:21]([C:17]1[N:18]=[C:19]([C:3]2[N:4]3[CH:9]=[CH:8][C:7]([C:10]([OH:13])([CH3:11])[CH3:12])=[N:6][C:5]3=[N:1][CH:2]=2)[CH:20]=[CH:15][N:16]=1)([CH3:23])[CH3:22]. The catalyst class is: 755.